From a dataset of TCR-epitope binding with 47,182 pairs between 192 epitopes and 23,139 TCRs. Binary Classification. Given a T-cell receptor sequence (or CDR3 region) and an epitope sequence, predict whether binding occurs between them. (1) The epitope is GLNKIVRMY. The TCR CDR3 sequence is CAGGEDRDTYEQYF. Result: 0 (the TCR does not bind to the epitope). (2) The epitope is YEGNSPFHPL. The TCR CDR3 sequence is CASSFTSGSSYNEQFF. Result: 1 (the TCR binds to the epitope). (3) The epitope is KLNVGDYFV. The TCR CDR3 sequence is CASKMGAEAFF. Result: 0 (the TCR does not bind to the epitope).